From a dataset of Forward reaction prediction with 1.9M reactions from USPTO patents (1976-2016). Predict the product of the given reaction. (1) Given the reactants [Br:1][C:2]1[C:7]([O:8][CH3:9])=[CH:6][CH:5]=[C:4]([NH2:10])[C:3]=1[NH:11][C:12]1[CH:17]=[CH:16][CH:15]=[CH:14][CH:13]=1.[CH3:18][C@H:19]([NH:23]C(OC(C)(C)C)=O)[C:20](O)=O.C1C=NC2N(O)N=NC=2C=1.CCN=C=NCCCN(C)C.[ClH:52], predict the reaction product. The product is: [ClH:52].[ClH:52].[Br:1][C:2]1[C:3]2[N:11]([C:12]3[CH:13]=[CH:14][CH:15]=[CH:16][CH:17]=3)[C:18]([C@@H:19]([NH2:23])[CH3:20])=[N:10][C:4]=2[CH:5]=[CH:6][C:7]=1[O:8][CH3:9]. (2) Given the reactants [O:1]=[C:2]([CH3:10])[CH2:3][CH2:4][CH2:5][CH2:6][C:7]([OH:9])=[O:8].[BH4-].[Na+], predict the reaction product. The product is: [OH:1][CH:2]([CH3:10])[CH2:3][CH2:4][CH2:5][CH2:6][C:7]([OH:9])=[O:8].